This data is from Catalyst prediction with 721,799 reactions and 888 catalyst types from USPTO. The task is: Predict which catalyst facilitates the given reaction. (1) Reactant: [CH3:1][N:2]([C@@H:10]([CH3:34])[C:11]([NH:13][C@H:14]1[C@H:20]([CH3:21])[N:19]([C:22](=[O:28])[CH2:23][S:24]([CH3:27])(=[O:26])=[O:25])[C:18]2[CH:29]=[CH:30][CH:31]=[CH:32][C:17]=2[NH:16][C:15]1=[O:33])=[O:12])[C:3](=[O:9])[O:4][C:5]([CH3:8])([CH3:7])[CH3:6].Br.Br[CH2:37][C:38]1[C:47]2[C:42](=[CH:43][CH:44]=[CH:45][CH:46]=2)[N:41]=[CH:40][CH:39]=1.C(=O)([O-])[O-].[Cs+].[Cs+]. Product: [CH3:1][N:2]([C@@H:10]([CH3:34])[C:11]([NH:13][C@H:14]1[C@H:20]([CH3:21])[N:19]([C:22](=[O:28])[CH2:23][S:24]([CH3:27])(=[O:25])=[O:26])[C:18]2[CH:29]=[CH:30][CH:31]=[CH:32][C:17]=2[N:16]([CH2:37][C:38]2[C:47]3[C:42](=[CH:43][CH:44]=[CH:45][CH:46]=3)[N:41]=[CH:40][CH:39]=2)[C:15]1=[O:33])=[O:12])[C:3](=[O:9])[O:4][C:5]([CH3:6])([CH3:7])[CH3:8]. The catalyst class is: 31. (2) Reactant: [N:1]1([C:10]2[N:18]=[C:17]([NH:19][CH2:20][CH:21]3[CH2:26][CH2:25][N:24](C(OC(C)(C)C)=O)[CH2:23][CH2:22]3)[N:16]=[C:15]3[C:11]=2[N:12]=[CH:13][NH:14]3)[C:5]2[CH:6]=[CH:7][CH:8]=[CH:9][C:4]=2[N:3]=[CH:2]1.[C:34]([OH:40])([C:36]([F:39])([F:38])[F:37])=[O:35].C1(OC)C=CC=CC=1. Product: [F:37][C:36]([F:39])([F:38])[C:34]([OH:40])=[O:35].[F:37][C:36]([F:39])([F:38])[C:34]([OH:40])=[O:35].[N:1]1([C:10]2[N:18]=[C:17]([NH:19][CH2:20][CH:21]3[CH2:26][CH2:25][NH:24][CH2:23][CH2:22]3)[N:16]=[C:15]3[C:11]=2[N:12]=[CH:13][NH:14]3)[C:5]2[CH:6]=[CH:7][CH:8]=[CH:9][C:4]=2[N:3]=[CH:2]1. The catalyst class is: 2. (3) Reactant: [CH:1]([C:3]1[CH:26]=[CH:25][C:6]([O:7][CH2:8][C:9]2[N:10]=[C:11]([C:15]3[S:19][C:18]([C:20]([O:22][CH2:23][CH3:24])=[O:21])=[CH:17][CH:16]=3)[O:12][C:13]=2[CH3:14])=[C:5]([O:27][CH3:28])[CH:4]=1)=[O:2].C(O)C.[BH4-].[Na+].O. Product: [OH:2][CH2:1][C:3]1[CH:26]=[CH:25][C:6]([O:7][CH2:8][C:9]2[N:10]=[C:11]([C:15]3[S:19][C:18]([C:20]([O:22][CH2:23][CH3:24])=[O:21])=[CH:17][CH:16]=3)[O:12][C:13]=2[CH3:14])=[C:5]([O:27][CH3:28])[CH:4]=1. The catalyst class is: 7.